From a dataset of Peptide-MHC class I binding affinity with 185,985 pairs from IEDB/IMGT. Regression. Given a peptide amino acid sequence and an MHC pseudo amino acid sequence, predict their binding affinity value. This is MHC class I binding data. The peptide sequence is VQLPKRGVRV. The MHC is HLA-A02:01 with pseudo-sequence HLA-A02:01. The binding affinity (normalized) is 0.316.